The task is: Predict the reaction yield, written as a fraction of the theoretical maximum amount of product (1.0 means a 100% yield; for example, 0.34 means a 34% yield).. This data is from Reaction yield outcomes from USPTO patents with 853,638 reactions. (1) The reactants are [NH2:1][C@@H:2]([C:5]([OH:7])=[O:6])[CH2:3][OH:4].[C:8]([O:14][CH2:15][CH2:16][O:17][C:18](ON1C(=O)CCC1=O)=[O:19])(=[O:13])[CH2:9][CH2:10][CH2:11][CH3:12]. No catalyst specified. The product is [OH:4][CH2:3][C@@H:2]([NH:1][C:18]([O:17][CH2:16][CH2:15][O:14][C:8](=[O:13])[CH2:9][CH2:10][CH2:11][CH3:12])=[O:19])[C:5]([OH:7])=[O:6]. The yield is 0.730. (2) The reactants are [C:1]([NH:9][C:10]1[CH:15]=[CH:14][N:13]([C@@H:16]2[S:22][C@H:21]([CH:23]([C:25]([C:42]3[CH:47]=[CH:46][CH:45]=[CH:44][CH:43]=3)([C:34]3[CH:39]=[CH:38][C:37]([O:40][CH3:41])=[CH:36][CH:35]=3)[C:26]3[CH:31]=[CH:30][C:29]([O:32][CH3:33])=[CH:28][CH:27]=3)[OH:24])[C@@H:19]([OH:20])[C@H:17]2[OH:18])[C:12](=[O:48])[N:11]=1)(=[O:8])[C:2]1[CH:7]=[CH:6][CH:5]=[CH:4][CH:3]=1.[CH3:49][C:50]([Si:53](Cl)([CH3:55])[CH3:54])([CH3:52])[CH3:51]. The catalyst is C1COCC1.C(OCC)(=O)C.[N+]([O-])([O-])=O.[Ag+]. The product is [C:1]([NH:9][C:10]1[CH:15]=[CH:14][N:13]([C@@H:16]2[S:22][C@H:21]([CH:23]([C:25]([C:42]3[CH:47]=[CH:46][CH:45]=[CH:44][CH:43]=3)([C:26]3[CH:31]=[CH:30][C:29]([O:32][CH3:33])=[CH:28][CH:27]=3)[C:34]3[CH:35]=[CH:36][C:37]([O:40][CH3:41])=[CH:38][CH:39]=3)[OH:24])[C@@H:19]([OH:20])[C@@:17]2([Si:53]([C:50]([CH3:52])([CH3:51])[CH3:49])([CH3:55])[CH3:54])[OH:18])[C:12](=[O:48])[N:11]=1)(=[O:8])[C:2]1[CH:7]=[CH:6][CH:5]=[CH:4][CH:3]=1. The yield is 0.450. (3) The reactants are Br[C:2]1[CH:7]=[C:6]([CH2:8][NH:9][C:10]2[CH:28]=[CH:27][CH:26]=[CH:25][C:11]=2[C:12]([NH:14][C:15]2[CH:16]=[CH:17][C:18]3[C:22]([CH:23]=2)=[N:21][N:20]([CH3:24])[CH:19]=3)=[O:13])[CH:5]=[CH:4][N:3]=1.CC1(C)C2C(=C(P(C3C=CC=CC=3)C3C=CC=CC=3)C=CC=2)OC2C(P(C3C=CC=CC=3)C3C=CC=CC=3)=CC=CC1=2.C(=O)([O-])[O-].[Cs+].[Cs+].[OH:77][CH:78]1[CH2:82][CH2:81][N:80]([C:83]([NH2:85])=[O:84])[CH2:79]1. The catalyst is O1CCOCC1.C1C=CC(/C=C/C(/C=C/C2C=CC=CC=2)=O)=CC=1.C1C=CC(/C=C/C(/C=C/C2C=CC=CC=2)=O)=CC=1.C1C=CC(/C=C/C(/C=C/C2C=CC=CC=2)=O)=CC=1.[Pd].[Pd].CN(C=O)C. The product is [CH3:24][N:20]1[CH:19]=[C:18]2[C:22]([CH:23]=[C:15]([NH:14][C:12]([C:11]3[CH:25]=[CH:26][CH:27]=[CH:28][C:10]=3[NH:9][CH2:8][C:6]3[CH:5]=[CH:4][N:3]=[C:2]([NH:85][C:83]([N:80]4[CH2:81][CH2:82][CH:78]([OH:77])[CH2:79]4)=[O:84])[CH:7]=3)=[O:13])[CH:16]=[CH:17]2)=[N:21]1. The yield is 0.610. (4) The reactants are [CH2:1]([Mg]Cl)[C:2]1[CH:7]=[CH:6][CH:5]=[CH:4][CH:3]=1.Br[C:11]1[CH:20]=[C:19]2[C:14]([C:15]([C:21]3[C:22]([C:30]4[CH:35]=[CH:34][CH:33]=[C:32]([CH3:36])[N:31]=4)=[N:23][N:24]4[CH:29]=[CH:28][CH:27]=[CH:26][C:25]=34)=[CH:16][CH:17]=[N:18]2)=[CH:13][CH:12]=1. The catalyst is [Cl-].[Zn+2].[Cl-].Cl[Pd](Cl)([P](C1C=CC=CC=1)(C1C=CC=CC=1)C1C=CC=CC=1)[P](C1C=CC=CC=1)(C1C=CC=CC=1)C1C=CC=CC=1. The product is [CH2:1]([C:11]1[CH:20]=[C:19]2[C:14]([C:15]([C:21]3[C:22]([C:30]4[CH:35]=[CH:34][CH:33]=[C:32]([CH3:36])[N:31]=4)=[N:23][N:24]4[CH:29]=[CH:28][CH:27]=[CH:26][C:25]=34)=[CH:16][CH:17]=[N:18]2)=[CH:13][CH:12]=1)[C:2]1[CH:7]=[CH:6][CH:5]=[CH:4][CH:3]=1. The yield is 0.400. (5) The catalyst is O1CCOCC1. The yield is 0.610. The reactants are [CH3:1][O:2][C:3]1[N:8]=[CH:7][C:6]([C:9]2[C:22](=[O:23])[NH:21][C:12]3[N:13]=[C:14](S(C)=O)[N:15]=[C:16]([CH3:17])[C:11]=3[CH:10]=2)=[CH:5][CH:4]=1.[CH3:24][NH2:25]. The product is [CH3:1][O:2][C:3]1[N:8]=[CH:7][C:6]([C:9]2[C:22](=[O:23])[NH:21][C:12]3[N:13]=[C:14]([NH:25][CH3:24])[N:15]=[C:16]([CH3:17])[C:11]=3[CH:10]=2)=[CH:5][CH:4]=1.